Dataset: Reaction yield outcomes from USPTO patents with 853,638 reactions. Task: Predict the reaction yield, written as a fraction of the theoretical maximum amount of product (1.0 means a 100% yield; for example, 0.34 means a 34% yield). (1) The reactants are [F:1][C:2]1[CH:7]=[CH:6][C:5]([OH:8])=[C:4]([N+:9]([O-:11])=[O:10])[CH:3]=1.C(=O)([O-])[O-].[Cs+].[Cs+].C1(C)C=CC(S(O[CH2:28][C:29]([F:32])([F:31])[F:30])(=O)=O)=CC=1. The catalyst is CN(C)C=O. The product is [F:1][C:2]1[CH:7]=[CH:6][C:5]([O:8][CH2:28][C:29]([F:32])([F:31])[F:30])=[C:4]([N+:9]([O-:11])=[O:10])[CH:3]=1. The yield is 0.320. (2) The reactants are [F:1][C:2]1[C:10]([CH3:11])=[C:9]2[C:5]([CH:6]=[CH:7][N:8]2[CH2:12][CH2:13][O:14][CH3:15])=[CH:4][CH:3]=1.[F:16][C:17]([F:28])([F:27])[C:18](O[C:18](=[O:19])[C:17]([F:28])([F:27])[F:16])=[O:19]. The catalyst is CN(C)C=O.O. The product is [F:16][C:17]([F:28])([F:27])[C:18]([C:6]1[C:5]2[C:9](=[C:10]([CH3:11])[C:2]([F:1])=[CH:3][CH:4]=2)[N:8]([CH2:12][CH2:13][O:14][CH3:15])[CH:7]=1)=[O:19]. The yield is 0.920. (3) The reactants are [Cl:1][C:2]1[CH:3]=[CH:4][C:5]2[CH2:11][CH2:10][C:9]3[CH:12]=[CH:13][CH:14]=[CH:15][C:8]=3[NH:7][C:6]=2[CH:16]=1.[Cl:17][CH2:18][C:19](Cl)=[O:20]. The catalyst is C1(C)C=CC=CC=1. The product is [Cl:17][CH2:18][C:19]([N:7]1[C:8]2[CH:15]=[CH:14][CH:13]=[CH:12][C:9]=2[CH2:10][CH2:11][C:5]2[CH:4]=[CH:3][C:2]([Cl:1])=[CH:16][C:6]1=2)=[O:20]. The yield is 0.870.